From a dataset of Reaction yield outcomes from USPTO patents with 853,638 reactions. Predict the reaction yield, written as a fraction of the theoretical maximum amount of product (1.0 means a 100% yield; for example, 0.34 means a 34% yield). (1) The reactants are C([O-])(O)=O.[Na+].[NH2:6][C@@H:7]([C:11]([OH:13])=[O:12])[C@H:8]([CH3:10])[OH:9].[C:14](Cl)(=[O:25])[O:15][CH2:16][CH2:17][CH2:18][C:19]1[CH:24]=[CH:23][CH:22]=[CH:21][CH:20]=1. The catalyst is C1COCC1.O.[Br-].C([N+](CCCC)(CCCC)CCCC)CCC. The product is [OH:9][C@@H:8]([CH3:10])[C@@H:7]([NH:6][C:14]([O:15][CH2:16][CH2:17][CH2:18][C:19]1[CH:24]=[CH:23][CH:22]=[CH:21][CH:20]=1)=[O:25])[C:11]([OH:13])=[O:12]. The yield is 0.180. (2) The reactants are [NH2:1][CH2:2][CH:3]([C:17]1[CH:22]=[CH:21][CH:20]=[CH:19][CH:18]=1)[CH2:4][P:5](C(OCC)OCC)(=[O:9])[O:6]CC.[CH2:23]([C:31]1[CH:38]=[CH:37][C:34]([CH:35]=O)=[CH:33][CH:32]=1)[CH2:24][CH2:25][CH2:26][CH2:27][CH2:28][CH2:29][CH3:30]. The catalyst is CO. The product is [CH2:23]([C:31]1[CH:38]=[CH:37][C:34]([CH2:35][NH:1][CH2:2][CH:3]([C:17]2[CH:18]=[CH:19][CH:20]=[CH:21][CH:22]=2)[CH2:4][PH:5](=[O:9])[OH:6])=[CH:33][CH:32]=1)[CH2:24][CH2:25][CH2:26][CH2:27][CH2:28][CH2:29][CH3:30]. The yield is 0.260. (3) The reactants are [C:1]([C:5]1[CH:9]=[C:8]([NH:10][C:11](=[O:16])[C:12]([F:15])([F:14])[F:13])[N:7]([CH2:17][CH:18]2[CH2:20][CH2:19]2)[N:6]=1)([CH3:4])([CH3:3])[CH3:2].S(OC)(O[CH3:25])(=O)=O. The catalyst is C1(C)C=CC=CC=1. The product is [C:1]([C:5]1[N:6]([CH3:25])[N:7]([CH2:17][CH:18]2[CH2:19][CH2:20]2)/[C:8](=[N:10]/[C:11](=[O:16])[C:12]([F:15])([F:14])[F:13])/[CH:9]=1)([CH3:4])([CH3:2])[CH3:3]. The yield is 0.720. (4) The reactants are Cl[C:2]1[C:3]2[N:11]=[C:10]([Cl:12])[CH:9]=[CH:8][C:4]=2[N:5]=[CH:6][N:7]=1.[NH:13]1[CH2:18][CH2:17][O:16][CH2:15][CH2:14]1. The product is [O:16]1[CH2:17][CH2:18][N:13]([C:2]2[C:3]3[N:11]=[C:10]([Cl:12])[CH:9]=[CH:8][C:4]=3[N:5]=[CH:6][N:7]=2)[CH2:14][CH2:15]1. No catalyst specified. The yield is 0.710. (5) The reactants are [C:1]([C:3]1[CH:4]=[C:5]2[C:10](=[CH:11][C:12]=1[F:13])[O:9][CH2:8][CH2:7][CH:6]2[C:14]([O:16]C)=[O:15])#[N:2].[OH-].[Na+].O.CO. The catalyst is C1COCC1.C(OCC)(=O)C.Cl. The product is [C:1]([C:3]1[CH:4]=[C:5]2[C:10](=[CH:11][C:12]=1[F:13])[O:9][CH2:8][CH2:7][CH:6]2[C:14]([OH:16])=[O:15])#[N:2]. The yield is 0.950. (6) The yield is 0.990. The reactants are [CH3:1][O:2][C:3]1[N:7]([C:8]2[CH:13]=[CH:12][C:11]([C:14](=[O:21])[NH:15][CH2:16][CH2:17][CH2:18][O:19][CH3:20])=[CH:10][N:9]=2)[N:6]=[CH:5][C:4]=1[C:22]([O:24]CC)=[O:23].[OH-].[Li+].Cl. The product is [CH3:1][O:2][C:3]1[N:7]([C:8]2[CH:13]=[CH:12][C:11]([C:14](=[O:21])[NH:15][CH2:16][CH2:17][CH2:18][O:19][CH3:20])=[CH:10][N:9]=2)[N:6]=[CH:5][C:4]=1[C:22]([OH:24])=[O:23]. The catalyst is O1CCOCC1. (7) The reactants are [Si](OS(C(F)(F)F)(=O)=O)(C)(C)C.[S:13]1[CH2:18][CH2:17][C:16](=O)[CH2:15][CH2:14]1.[Br:20][C:21]1[CH:22]=[C:23]2[C:27](=[C:28]([C:30]([O:32][CH2:33][CH3:34])=[O:31])[CH:29]=1)[NH:26][CH:25]=[CH:24]2.C([SiH](CC)CC)C.C([O-])([O-])=O.[Na+].[Na+]. The catalyst is C(Cl)Cl. The product is [Br:20][C:21]1[CH:22]=[C:23]2[C:27](=[C:28]([C:30]([O:32][CH2:33][CH3:34])=[O:31])[CH:29]=1)[NH:26][CH:25]=[C:24]2[CH:16]1[CH2:17][CH2:18][S:13][CH2:14][CH2:15]1. The yield is 0.760.